Dataset: Forward reaction prediction with 1.9M reactions from USPTO patents (1976-2016). Task: Predict the product of the given reaction. (1) The product is: [Cl:36][C:37]1[N:38]=[CH:39][C:40]([C:2]2[CH:35]=[CH:34][C:5]([CH2:6][C:7]3[N:8]([C:20]4[CH:25]=[CH:24][C:23]([N:26]5[S:30](=[O:32])(=[O:31])[NH:29][C:28](=[O:33])[CH2:27]5)=[CH:22][CH:21]=4)[CH:9]=[C:10]([C:12]4[CH:17]=[CH:16][C:15]([Cl:18])=[CH:14][C:13]=4[Cl:19])[N:11]=3)=[CH:4][CH:3]=2)=[CH:41][CH:42]=1. Given the reactants Br[C:2]1[CH:35]=[CH:34][C:5]([CH2:6][C:7]2[N:8]([C:20]3[CH:25]=[CH:24][C:23]([N:26]4[S:30](=[O:32])(=[O:31])[NH:29][C:28](=[O:33])[CH2:27]4)=[CH:22][CH:21]=3)[CH:9]=[C:10]([C:12]3[CH:17]=[CH:16][C:15]([Cl:18])=[CH:14][C:13]=3[Cl:19])[N:11]=2)=[CH:4][CH:3]=1.[Cl:36][C:37]1[CH:42]=[CH:41][C:40](B(O)O)=[CH:39][N:38]=1, predict the reaction product. (2) Given the reactants C[O:2][C:3](=[O:94])[CH2:4][N:5]([CH3:93])[C:6](=[O:92])[C@H:7]([C@H:89]([OH:91])[CH3:90])[NH:8][C:9](=[O:88])[C@H:10]([C@H:80]([OH:87])[C@H:81]([CH3:86])[CH2:82]/[CH:83]=[CH:84]/[CH3:85])[N:11]([CH3:79])[C:12](=[O:78])[C@H:13]([CH:75]([CH3:77])[CH3:76])[N:14]([CH3:74])[C:15](=[O:73])[C@H:16]([CH2:69][CH:70]([CH3:72])[CH3:71])[NH:17][C:18](=[O:68])[C@H:19]([CH2:64][CH:65]([CH3:67])[CH3:66])[N:20]([CH3:63])[C:21](=[O:62])[C@@H:22]([CH3:61])[NH:23][C:24](=[O:60])[C@H:25]([CH3:59])[NH:26][C:27](=[O:58])[C@H:28]([CH2:54][CH:55]([CH3:57])[CH3:56])[N:29]([CH3:53])[C:30](=[O:52])[C@H:31]([CH2:48][CH:49]([CH3:51])[CH3:50])[NH:32][C:33](=[O:47])[C@@H:34]([CH:43]([CH2:45][CH3:46])[CH3:44])[NH:35]C(=O)OC(C)(C)C.C([O-])(O)=O.[Na+], predict the reaction product. The product is: [NH2:35][C@H:34]([CH:43]([CH3:44])[CH2:45][CH3:46])[C:33](=[O:47])[NH:32][C@@H:31]([CH2:48][CH:49]([CH3:51])[CH3:50])[C:30](=[O:52])[N:29]([CH3:53])[C@@H:28]([CH2:54][CH:55]([CH3:57])[CH3:56])[C:27](=[O:58])[NH:26][C@@H:25]([CH3:59])[C:24](=[O:60])[NH:23][C@H:22]([CH3:61])[C:21](=[O:62])[N:20]([CH3:63])[C@@H:19]([CH2:64][CH:65]([CH3:66])[CH3:67])[C:18](=[O:68])[NH:17][C@@H:16]([CH2:69][CH:70]([CH3:71])[CH3:72])[C:15](=[O:73])[N:14]([CH3:74])[C@@H:13]([CH:75]([CH3:77])[CH3:76])[C:12](=[O:78])[N:11]([CH3:79])[C@@H:10]([C@H:80]([OH:87])[C@H:81]([CH3:86])[CH2:82]/[CH:83]=[CH:84]/[CH3:85])[C:9](=[O:88])[NH:8][C@@H:7]([C@H:89]([OH:91])[CH3:90])[C:6](=[O:92])[N:5]([CH3:93])[CH2:4][C:3]([OH:94])=[O:2]. (3) Given the reactants FC1C=C(NC(NC(=O)CC2C=CC=CC=2)=S)C=CC=1OC1C2C(=CC(OC)=C(C(OC(C)(C)C)=O)C=2)N=CC=1.[F:41][C:42]1[CH:64]=[C:63]([NH:65][C:66]([NH:68][C:69](=[O:81])[CH2:70][C:71]2[CH:76]=[CH:75][C:74]([C:77]([F:80])([F:79])[F:78])=[CH:73][CH:72]=2)=[S:67])[CH:62]=[CH:61][C:43]=1[O:44][C:45]1[C:54]2[C:49](=[CH:50][C:51]([O:59][CH3:60])=[C:52]([C:55]([NH:57][CH3:58])=[O:56])[CH:53]=2)[N:48]=[CH:47][CH:46]=1, predict the reaction product. The product is: [NH2:65][C:63]1[CH:62]=[CH:61][C:43]([O:44][C:45]2[C:54]3[C:49](=[CH:50][C:51]([O:59][CH3:60])=[C:52]([C:55]([NH:57][CH3:58])=[O:56])[CH:53]=3)[N:48]=[CH:47][CH:46]=2)=[C:42]([F:41])[CH:64]=1.[F:80][C:77]([F:78])([F:79])[C:74]1[CH:75]=[CH:76][C:71]([CH2:70][C:69]([N:68]=[C:66]=[S:67])=[O:81])=[CH:72][CH:73]=1. (4) Given the reactants [CH3:1][O:2][C:3]1[CH:4]=[C:5]([C:12]2[NH:13][C:14]([CH2:17][C:18]([O:20]CC)=[O:19])=[N:15][N:16]=2)[CH:6]=[CH:7][C:8]=1[N+:9]([O-:11])=[O:10].[OH-].[Na+], predict the reaction product. The product is: [CH3:1][O:2][C:3]1[CH:4]=[C:5]([C:12]2[NH:13][C:14]([CH2:17][C:18]([OH:20])=[O:19])=[N:15][N:16]=2)[CH:6]=[CH:7][C:8]=1[N+:9]([O-:11])=[O:10]. (5) The product is: [Br:1][C:2]1[CH:16]=[CH:15][C:5]([CH2:6][C:7]2[C:11]([CH2:12][CH3:13])=[N:10][N:9]3[C:28]([CH3:29])=[CH:27][C:24]([CH3:25])=[N:14][C:8]=23)=[CH:4][CH:3]=1. Given the reactants [Br:1][C:2]1[CH:16]=[CH:15][C:5]([CH2:6][C:7]2[C:11]([CH2:12][CH3:13])=[N:10][NH:9][C:8]=2[NH2:14])=[CH:4][CH:3]=1.FC(F)(F)C(O)=O.[C:24]([CH2:27][C:28](=O)[CH3:29])(=O)[CH3:25].C(=O)(O)[O-].[Na+], predict the reaction product.